This data is from Reaction yield outcomes from USPTO patents with 853,638 reactions. The task is: Predict the reaction yield, written as a fraction of the theoretical maximum amount of product (1.0 means a 100% yield; for example, 0.34 means a 34% yield). The reactants are [Br:1][C:2]1[CH:7]=[C:6]([C:8]([CH3:11])([CH3:10])[CH3:9])[CH:5]=[C:4]([C:12]([CH3:15])([CH3:14])[CH3:13])[C:3]=1[OH:16].[H-].[Na+].[CH2:19](I)[CH2:20][CH3:21]. The catalyst is CN(C=O)C.CCCCCC. The product is [Br:1][C:2]1[CH:7]=[C:6]([C:8]([CH3:9])([CH3:10])[CH3:11])[CH:5]=[C:4]([C:12]([CH3:15])([CH3:14])[CH3:13])[C:3]=1[O:16][CH2:19][CH2:20][CH3:21]. The yield is 0.990.